From a dataset of Reaction yield outcomes from USPTO patents with 853,638 reactions. Predict the reaction yield, written as a fraction of the theoretical maximum amount of product (1.0 means a 100% yield; for example, 0.34 means a 34% yield). (1) The catalyst is [C-]#N.[Zn+2].[C-]#N.C1C=CC([P]([Pd]([P](C2C=CC=CC=2)(C2C=CC=CC=2)C2C=CC=CC=2)([P](C2C=CC=CC=2)(C2C=CC=CC=2)C2C=CC=CC=2)[P](C2C=CC=CC=2)(C2C=CC=CC=2)C2C=CC=CC=2)(C2C=CC=CC=2)C2C=CC=CC=2)=CC=1. The yield is 0.150. The reactants are [S:1]1[CH:5]=[CH:4][CH:3]=[C:2]1[CH2:6][NH:7][C:8]([C:10]1[N:11]=[C:12]2[C:17]([C:18]([F:21])([F:20])[F:19])=[CH:16][C:15](Br)=[CH:14][N:13]2[C:23]=1[Cl:24])=[O:9].[N-:25]=[N+:26]=[N-:27].[Na+].[Cl-].[NH4+].[CH3:31][N:32](C=O)C. The product is [S:1]1[CH:5]=[CH:4][CH:3]=[C:2]1[CH2:6][NH:7][C:8]([C:10]1[N:11]=[C:12]2[C:17]([C:18]([F:21])([F:20])[F:19])=[CH:16][C:15]([C:31]3[N:25]=[N:26][NH:27][N:32]=3)=[CH:14][N:13]2[C:23]=1[Cl:24])=[O:9]. (2) The reactants are [N:1]([CH2:4][C:5]1[CH:10]=[CH:9][C:8]([C:11]2[CH:16]=[CH:15][C:14]([N:17]3[CH2:21][CH:20]([CH2:22][NH:23][C:24](=[O:26])[CH3:25])[O:19][C:18]3=[O:27])=[CH:13][C:12]=2[F:28])=[CH:7][CH:6]=1)=[N+]=[N-].C1(P(C2C=CC=CC=2)C2C=CC=CC=2)C=CC=CC=1.O. The catalyst is O1CCCC1. The product is [NH2:1][CH2:4][C:5]1[CH:10]=[CH:9][C:8]([C:11]2[CH:16]=[CH:15][C:14]([N:17]3[CH2:21][CH:20]([CH2:22][NH:23][C:24](=[O:26])[CH3:25])[O:19][C:18]3=[O:27])=[CH:13][C:12]=2[F:28])=[CH:7][CH:6]=1. The yield is 0.870. (3) The reactants are Br[C:2]1[C:14]([Cl:15])=[CH:13][C:5]([C:6]([NH:8][S:9]([CH3:12])(=[O:11])=[O:10])=[O:7])=[C:4]([F:16])[CH:3]=1.[Cl:17][C:18]1[C:19]([F:33])=[N:20][CH:21]=[C:22](B2OC(C)(C)C(C)(C)O2)[CH:23]=1.C([O-])([O-])=O.[Na+].[Na+].Cl. The catalyst is C1C=CC([P]([Pd]([P](C2C=CC=CC=2)(C2C=CC=CC=2)C2C=CC=CC=2)([P](C2C=CC=CC=2)(C2C=CC=CC=2)C2C=CC=CC=2)[P](C2C=CC=CC=2)(C2C=CC=CC=2)C2C=CC=CC=2)(C2C=CC=CC=2)C2C=CC=CC=2)=CC=1.CO.O.CC(O)C.O1CCOCC1. The product is [Cl:15][C:14]1[C:2]([C:22]2[CH:21]=[N:20][C:19]([F:33])=[C:18]([Cl:17])[CH:23]=2)=[CH:3][C:4]([F:16])=[C:5]([CH:13]=1)[C:6]([NH:8][S:9]([CH3:12])(=[O:11])=[O:10])=[O:7]. The yield is 0.557. (4) The reactants are [C:1]1([CH3:29])[CH:6]=[C:5]([CH3:7])[CH:4]=[C:3]([CH3:8])[C:2]=1[O:9][C:10]1[C:11]2[N:27]([CH3:28])[CH:26]=[CH:25][C:12]=2[N:13]=[C:14]([NH:16][C:17]2[CH:24]=[CH:23][C:20]([C:21]#[N:22])=[CH:19][CH:18]=2)[N:15]=1.C1C(=O)N([Cl:37])C(=O)C1. The catalyst is C(Cl)Cl. The product is [Cl:37][C:25]1[C:12]2[N:13]=[C:14]([NH:16][C:17]3[CH:24]=[CH:23][C:20]([C:21]#[N:22])=[CH:19][CH:18]=3)[N:15]=[C:10]([O:9][C:2]3[C:1]([CH3:29])=[CH:6][C:5]([CH3:7])=[CH:4][C:3]=3[CH3:8])[C:11]=2[N:27]([CH3:28])[CH:26]=1. The yield is 0.0600. (5) The reactants are C([NH:9][C:10]([NH:12][C:13]1[C:18]([Br:19])=[CH:17][C:16]([F:20])=[CH:15][C:14]=1[Br:21])=[S:11])(=O)C1C=CC=CC=1.C[O-].[Na+]. The catalyst is CO. The product is [Br:19][C:18]1[CH:17]=[C:16]([F:20])[CH:15]=[C:14]([Br:21])[C:13]=1[NH:12][C:10]([NH2:9])=[S:11]. The yield is 0.990. (6) The reactants are [CH3:1][C:2]1[C:3](=[O:27])[C:4]2[C:9]([C:10](=[O:26])[C:11]=1[CH:12]([C:14](=O)[C@H](C)NC(OC(C)(C)C)=O)N)=[CH:8][CH:7]=[CH:6][CH:5]=2.[NH:28]([C:34]([O:36][C:37]([CH3:40])([CH3:39])[CH3:38])=[O:35])[C@H:29]([C:31]([OH:33])=O)[CH3:30].C[N:42](C(ON1N=NC2C=CC=CC1=2)=[N+](C)C)C.F[P-](F)(F)(F)(F)F.C1C=CC2N(O)N=NC=2C=1.CCN(C(C)C)C(C)C. The catalyst is C(Cl)Cl. The product is [CH3:1][C:2]1[C:3](=[O:27])[C:4]2[C:9]([C:10](=[O:26])[C:11]=1[CH2:12][CH:14]([C:31](=[O:33])[C@H:29]([CH3:30])[NH:28][C:34]([O:36][C:37]([CH3:40])([CH3:39])[CH3:38])=[O:35])[NH2:42])=[CH:8][CH:7]=[CH:6][CH:5]=2. The yield is 0.520.